This data is from Catalyst prediction with 721,799 reactions and 888 catalyst types from USPTO. The task is: Predict which catalyst facilitates the given reaction. (1) Reactant: [Br:1][C:2]1[N:6]2[N:7]=[C:8](F)[CH:9]=[CH:10][C:5]2=[N:4][CH:3]=1.[CH3:12][N:13]([C:18]1[CH:23]=[CH:22][CH:21]=[CH:20][CH:19]=1)[CH2:14][CH2:15][CH2:16][NH2:17].CN(C=O)C. Product: [Br:1][C:2]1[N:6]2[N:7]=[C:8]([NH:17][CH2:16][CH2:15][CH2:14][N:13]([CH3:12])[C:18]3[CH:23]=[CH:22][CH:21]=[CH:20][CH:19]=3)[CH:9]=[CH:10][C:5]2=[N:4][CH:3]=1. The catalyst class is: 161. (2) Reactant: [NH2:1][C:2]1[N:3]=[C:4]([C:15]2[CH:20]=[CH:19][C:18]([Cl:21])=[CH:17][C:16]=2[Cl:22])[C:5]2[CH:10]=[C:9]([CH:11]([OH:14])[CH2:12][CH3:13])[S:8][C:6]=2[N:7]=1.CC(C)=O.OS(O)(=O)=O.O=[Cr](=O)=O. The catalyst class is: 21. Product: [NH2:1][C:2]1[N:3]=[C:4]([C:15]2[CH:20]=[CH:19][C:18]([Cl:21])=[CH:17][C:16]=2[Cl:22])[C:5]2[CH:10]=[C:9]([C:11](=[O:14])[CH2:12][CH3:13])[S:8][C:6]=2[N:7]=1.